Predict the product of the given reaction. From a dataset of Forward reaction prediction with 1.9M reactions from USPTO patents (1976-2016). (1) Given the reactants [Br-].[CH2:2]([Zn+])[CH2:3][CH3:4].[CH2:6]([NH:13][C:14](=[O:23])[CH2:15][C:16]1[CH:21]=[CH:20][C:19](Br)=[CH:18][CH:17]=1)[C:7]1[CH:12]=[CH:11][CH:10]=[CH:9][CH:8]=1, predict the reaction product. The product is: [CH2:6]([NH:13][C:14](=[O:23])[CH2:15][C:16]1[CH:21]=[CH:20][C:19]([CH2:2][CH2:3][CH3:4])=[CH:18][CH:17]=1)[C:7]1[CH:12]=[CH:11][CH:10]=[CH:9][CH:8]=1. (2) Given the reactants Br[C:2]1[CH:9]=[CH:8][C:5]([C:6]#[N:7])=[C:4]([O:10][CH3:11])[CH:3]=1.[CH3:12][C:13]1([CH3:29])[C:17]([CH3:19])([CH3:18])[O:16][B:15]([B:15]2[O:16][C:17]([CH3:19])([CH3:18])[C:13]([CH3:29])([CH3:12])[O:14]2)[O:14]1.C([O-])(=O)C.[K+].C(Cl)Cl, predict the reaction product. The product is: [CH3:11][O:10][C:4]1[CH:3]=[C:2]([B:15]2[O:16][C:17]([CH3:19])([CH3:18])[C:13]([CH3:29])([CH3:12])[O:14]2)[CH:9]=[CH:8][C:5]=1[C:6]#[N:7]. (3) Given the reactants [Br:1][CH2:2][C:3](Br)=[O:4].[NH2:6][C:7]1[O:8][CH:9]=[CH:10][N:11]=1.C(N(CC)CC)C, predict the reaction product. The product is: [Br:1][CH2:2][C:3]([NH:6][C:7]1[O:8][CH:9]=[CH:10][N:11]=1)=[O:4]. (4) Given the reactants C([O:4][C:5]1[CH:6]=[C:7]2[C:12](=[CH:13][CH:14]=1)[C:11]([CH3:19])([C:15]([F:18])([F:17])[F:16])[O:10][CH2:9][CH2:8]2)(=O)C.C(O)(CC)C.C(OC1C=C2C(=CC=1)[C@](C)(C(F)(F)F)OCC2)(=O)C, predict the reaction product. The product is: [OH:4][C:5]1[CH:6]=[C:7]2[C:12](=[CH:13][CH:14]=1)[C@@:11]([CH3:19])([C:15]([F:18])([F:16])[F:17])[O:10][CH2:9][CH2:8]2. (5) Given the reactants [CH2:1]1[C:9]2[C:4](=[CH:5][C:6]([NH:10][C:11]3[CH:16]=[CH:15][C:14]([CH3:17])=[CH:13][CH:12]=3)=[CH:7][CH:8]=2)[CH2:3][CH2:2]1.I[C:19]1[CH:24]=[CH:23][C:22]([C:25]2[CH:30]=[CH:29][C:28]([C:31]3[CH:36]=[CH:35][C:34](I)=[CH:33][CH:32]=3)=[CH:27][CH:26]=2)=[CH:21][CH:20]=1.C(=O)([O-])[O-].[K+].[K+], predict the reaction product. The product is: [CH2:1]1[C:9]2[C:4](=[CH:5][C:6]([N:10]([C:11]3[CH:12]=[CH:13][C:14]([CH3:17])=[CH:15][CH:16]=3)[C:19]3[CH:24]=[CH:23][C:22]([C:25]4[CH:30]=[CH:29][C:28]([C:31]5[CH:36]=[CH:35][C:34]([N:10]([C:6]6[CH:5]=[C:4]7[C:9](=[CH:8][CH:7]=6)[CH2:1][CH2:2][CH2:3]7)[C:11]6[CH:12]=[CH:13][C:14]([CH3:17])=[CH:15][CH:16]=6)=[CH:33][CH:32]=5)=[CH:27][CH:26]=4)=[CH:21][CH:20]=3)=[CH:7][CH:8]=2)[CH2:3][CH2:2]1.